Dataset: NCI-60 drug combinations with 297,098 pairs across 59 cell lines. Task: Regression. Given two drug SMILES strings and cell line genomic features, predict the synergy score measuring deviation from expected non-interaction effect. (1) Drug 1: CNC(=O)C1=CC=CC=C1SC2=CC3=C(C=C2)C(=NN3)C=CC4=CC=CC=N4. Drug 2: CC=C1C(=O)NC(C(=O)OC2CC(=O)NC(C(=O)NC(CSSCCC=C2)C(=O)N1)C(C)C)C(C)C. Cell line: PC-3. Synergy scores: CSS=34.7, Synergy_ZIP=-0.997, Synergy_Bliss=-4.60, Synergy_Loewe=-52.6, Synergy_HSA=-6.37. (2) Drug 1: CC(CN1CC(=O)NC(=O)C1)N2CC(=O)NC(=O)C2. Cell line: IGROV1. Synergy scores: CSS=31.3, Synergy_ZIP=-6.85, Synergy_Bliss=1.35, Synergy_Loewe=2.83, Synergy_HSA=3.69. Drug 2: CCC1(CC2CC(C3=C(CCN(C2)C1)C4=CC=CC=C4N3)(C5=C(C=C6C(=C5)C78CCN9C7C(C=CC9)(C(C(C8N6C)(C(=O)OC)O)OC(=O)C)CC)OC)C(=O)OC)O.OS(=O)(=O)O. (3) Drug 2: C1=NC2=C(N=C(N=C2N1C3C(C(C(O3)CO)O)F)Cl)N. Cell line: SK-MEL-28. Drug 1: CC1=C(C=C(C=C1)C(=O)NC2=CC(=CC(=C2)C(F)(F)F)N3C=C(N=C3)C)NC4=NC=CC(=N4)C5=CN=CC=C5. Synergy scores: CSS=16.7, Synergy_ZIP=-2.37, Synergy_Bliss=2.48, Synergy_Loewe=-2.33, Synergy_HSA=2.60.